Dataset: Full USPTO retrosynthesis dataset with 1.9M reactions from patents (1976-2016). Task: Predict the reactants needed to synthesize the given product. (1) Given the product [C:6]([C:7]1[CH:14]=[CH:13][C:10]([CH:11]=[O:12])=[CH:9][CH:8]=1)#[CH:5], predict the reactants needed to synthesize it. The reactants are: C[Si]([C:5]#[C:6][C:7]1[CH:14]=[CH:13][C:10]([CH:11]=[O:12])=[CH:9][CH:8]=1)(C)C.CO.C(=O)([O-])[O-].[K+].[K+]. (2) Given the product [Br:13][C:9]1[C:8]2[C:12](=[C:4]([N+:1]([O-:3])=[O:2])[CH:5]=[CH:6][CH:7]=2)[NH:11][CH:10]=1, predict the reactants needed to synthesize it. The reactants are: [N+:1]([C:4]1[CH:5]=[CH:6][CH:7]=[C:8]2[C:12]=1[NH:11][CH:10]=[CH:9]2)([O-:3])=[O:2].[Br:13]Br. (3) Given the product [OH:17][C:18]1[CH:25]=[CH:24][C:21](/[CH:22]=[CH:2]/[C:1]([C:4]2[CH:9]=[CH:8][C:7]([NH:10][C:11](=[O:13])[CH3:12])=[CH:6][C:5]=2[CH3:14])=[O:3])=[CH:20][C:19]=1[CH3:26], predict the reactants needed to synthesize it. The reactants are: [C:1]([C:4]1[CH:9]=[CH:8][C:7]([NH:10][C:11](=[O:13])[CH3:12])=[CH:6][C:5]=1[CH3:14])(=[O:3])[CH3:2].[OH-].[Na+].[OH:17][C:18]1[CH:25]=[CH:24][C:21]([CH:22]=O)=[CH:20][C:19]=1[CH3:26].Cl. (4) The reactants are: [CH3:1][C:2]([O:5][CH3:6])([CH3:4])[CH3:3].CO.[C:9](O)([CH3:12])([CH3:11])[CH3:10]. Given the product [CH3:6][O:5][CH:2]([CH2:3][CH3:9])[CH3:1].[CH3:1][C:2]([CH2:4][C:9]([CH3:12])([CH3:11])[CH3:10])=[CH2:3], predict the reactants needed to synthesize it. (5) Given the product [NH2:20][C:4]1[N:3]=[C:2]([C:25]2[CH:24]=[CH:23][C:22]([Cl:21])=[C:27]([Cl:28])[CH:26]=2)[N:19]=[C:18]2[C:5]=1[N:6]=[CH:7][N:8]2[C@H:9]1[C@H:10]([OH:11])[C@H:12]([OH:13])[C@@H:14]([CH2:15][OH:16])[O:17]1, predict the reactants needed to synthesize it. The reactants are: I[C:2]1[N:3]=[C:4]([NH2:20])[C:5]2[N:6]=[CH:7][N:8]([C:18]=2[N:19]=1)[C@@H:9]1[O:17][C@H:14]([CH2:15][OH:16])[C@@H:12]([OH:13])[C@H:10]1[OH:11].[Cl:21][C:22]1[CH:23]=[C:24](B(O)O)[CH:25]=[CH:26][C:27]=1[Cl:28].C(=O)([O-])[O-].[Cs+].[Cs+]. (6) The reactants are: [Si]([O:8][CH2:9][CH2:10][N:11]1[C:16](=[O:17])[C:15]2[CH:18]=[C:19]([CH2:21][CH3:22])[S:20][C:14]=2[NH:13][C:12]1=[O:23])(C(C)(C)C)(C)C.Br[CH2:25][C:26]1[CH:31]=[CH:30][C:29]([C:32]2[CH:37]=[CH:36][CH:35]=[CH:34][C:33]=2[C:38]2[N:42]=[C:41](C(Cl)(Cl)Cl)[O:40][N:39]=2)=[CH:28][CH:27]=1.CN(C)C=[O:50].[H-].[Na+]. Given the product [CH2:21]([C:19]1[S:20][C:14]2[N:13]([CH2:25][C:26]3[CH:31]=[CH:30][C:29]([C:32]4[CH:37]=[CH:36][CH:35]=[CH:34][C:33]=4[C:38]4[NH:42][C:41](=[O:50])[O:40][N:39]=4)=[CH:28][CH:27]=3)[C:12](=[O:23])[N:11]([CH2:10][CH2:9][OH:8])[C:16](=[O:17])[C:15]=2[CH:18]=1)[CH3:22], predict the reactants needed to synthesize it. (7) Given the product [Br:16][C:15]1[C:11]([NH:10][S:6]([C:2]2[S:1][CH:5]=[CH:4][CH:3]=2)(=[O:8])=[O:7])=[N:12][O:13][C:14]=1[CH3:17], predict the reactants needed to synthesize it. The reactants are: [S:1]1[CH:5]=[CH:4][CH:3]=[C:2]1[S:6](Cl)(=[O:8])=[O:7].[NH2:10][C:11]1[C:15]([Br:16])=[C:14]([CH3:17])[O:13][N:12]=1.